The task is: Predict the product of the given reaction.. This data is from Forward reaction prediction with 1.9M reactions from USPTO patents (1976-2016). (1) Given the reactants [Cl:1][C:2]1[CH:7]=[CH:6][CH:5]=[CH:4][C:3]=1[CH2:8][C@H:9]([NH:39]C(=O)OC(C)(C)C)[C:10]([N:12]1[CH2:17][CH2:16][CH:15]([N:18]2[N:27]=[C:26]([C:28]3[CH:33]=[CH:32][C:31]([O:34][CH3:35])=[C:30]([O:36][CH3:37])[CH:29]=3)[C@@H:25]3[C@@H:20]([CH2:21][CH2:22][CH2:23][CH2:24]3)[C:19]2=[O:38])[CH2:14][CH2:13]1)=[O:11], predict the reaction product. The product is: [NH2:39][C@@H:9]([CH2:8][C:3]1[CH:4]=[CH:5][CH:6]=[CH:7][C:2]=1[Cl:1])[C:10]([N:12]1[CH2:13][CH2:14][CH:15]([N:18]2[N:27]=[C:26]([C:28]3[CH:33]=[CH:32][C:31]([O:34][CH3:35])=[C:30]([O:36][CH3:37])[CH:29]=3)[C@@H:25]3[C@@H:20]([CH2:21][CH2:22][CH2:23][CH2:24]3)[C:19]2=[O:38])[CH2:16][CH2:17]1)=[O:11]. (2) Given the reactants Cl[C:2]1[N:7]=[CH:6][C:5]([Br:8])=[CH:4][N:3]=1.[Cl:9][C:10]1[CH:11]=[C:12]([CH:14]=[CH:15][C:16]=1[Cl:17])[NH2:13], predict the reaction product. The product is: [Cl:9][C:10]1[CH:11]=[C:12]([NH:13][C:2]2[N:7]=[CH:6][C:5]([Br:8])=[CH:4][N:3]=2)[CH:14]=[CH:15][C:16]=1[Cl:17]. (3) Given the reactants [OH:1][C:2]1[CH:7]=[CH:6][CH:5]=[CH:4][C:3]=1[C:8]1[N:17]=[C:16]([N:18]2[CH2:23][CH2:22][CH:21]([NH:24]C(=O)OC(C)(C)C)[CH2:20][CH2:19]2)[C:15]2[C:10](=[CH:11][C:12]([CH3:32])=[CH:13][CH:14]=2)[N:9]=1.C(O)(C(F)(F)F)=O, predict the reaction product. The product is: [NH2:24][CH:21]1[CH2:22][CH2:23][N:18]([C:16]2[C:15]3[C:10](=[CH:11][C:12]([CH3:32])=[CH:13][CH:14]=3)[N:9]=[C:8]([C:3]3[CH:4]=[CH:5][CH:6]=[CH:7][C:2]=3[OH:1])[N:17]=2)[CH2:19][CH2:20]1. (4) Given the reactants [Cl:1][C:2]1[CH:3]=[C:4]2[C:9](=[CH:10][CH:11]=1)[C:8](SC)=[N:7][CH2:6][CH:5]2[C:14]1[CH:19]=[CH:18][C:17]([N+:20]([O-:22])=[O:21])=[CH:16][CH:15]=1.[NH3:23], predict the reaction product. The product is: [NH2:23][C:8]1[C:9]2[C:4](=[CH:3][C:2]([Cl:1])=[CH:11][CH:10]=2)[CH:5]([C:14]2[CH:19]=[CH:18][C:17]([N+:20]([O-:22])=[O:21])=[CH:16][CH:15]=2)[CH2:6][N:7]=1. (5) Given the reactants [CH3:1][N:2]1[C:6]([CH3:7])=[N:5][N:4]=[C:3]1[CH2:8][OH:9], predict the reaction product. The product is: [CH3:1][N:2]1[C:6]([CH3:7])=[N:5][N:4]=[C:3]1[CH:8]=[O:9]. (6) Given the reactants [F:1][C:2]1[CH:3]=[C:4]([C@H:9]2[NH:14][C:13](=[O:15])[CH2:12][S:11][CH2:10]2)[CH:5]=[C:6]([F:8])[CH:7]=1.[H-].[Na+].[C:18]([O:21][CH2:22][C:23]1[CH:28]=[CH:27][CH:26]=[CH:25][CH:24]=1)(=[O:20])[CH3:19], predict the reaction product. The product is: [F:8][C:6]1[CH:5]=[C:4]([C@@H:9]2[CH2:10][S:11][CH2:12][C:13](=[O:15])[N:14]2[CH2:19][C:18]([O:21][CH2:22][C:23]2[CH:28]=[CH:27][CH:26]=[CH:25][CH:24]=2)=[O:20])[CH:3]=[C:2]([F:1])[CH:7]=1. (7) Given the reactants C(C1NC=CN=1)(C1NC=CN=1)=O.[S:13]([N:17]([C:22]1[CH:27]=[CH:26][CH:25]=[CH:24][C:23]=1[CH2:28][C:29]([O:31][CH3:32])=[O:30])[CH2:18][C:19](O)=[O:20])(=[O:16])(=[O:15])[NH2:14], predict the reaction product. The product is: [CH3:32][O:31][C:29](=[O:30])[CH2:28][C:23]1[CH:24]=[CH:25][CH:26]=[CH:27][C:22]=1[N:17]1[CH2:18][C:19](=[O:20])[NH:14][S:13]1(=[O:16])=[O:15]. (8) Given the reactants [C:1]([C:3]1[CH:4]=[N:5][N:6]2[C:11]([C:12]([F:15])([F:14])[F:13])=[CH:10][C:9]([C:16]3[CH:21]=[CH:20][C:19]([C:22]([F:25])([F:24])[F:23])=[CH:18][CH:17]=3)=[N:8][C:7]=12)#[CH:2].[N:26]1[CH:31]=[CH:30][CH:29]=[C:28]([NH:32][S:33]([C:36]2[S:37][C:38](Br)=[CH:39][CH:40]=2)(=[O:35])=[O:34])[CH:27]=1.C(O)(C(F)(F)F)=O, predict the reaction product. The product is: [N:26]1[CH:31]=[CH:30][CH:29]=[C:28]([NH:32][S:33]([C:36]2[S:37][C:38]([C:2]#[C:1][C:3]3[CH:4]=[N:5][N:6]4[C:11]([C:12]([F:14])([F:13])[F:15])=[CH:10][C:9]([C:16]5[CH:21]=[CH:20][C:19]([C:22]([F:25])([F:24])[F:23])=[CH:18][CH:17]=5)=[N:8][C:7]=34)=[CH:39][CH:40]=2)(=[O:34])=[O:35])[CH:27]=1. (9) Given the reactants [CH3:1][C:2]1[NH:3][CH:4]=[C:5]([C:7]([O:9][CH2:10][CH3:11])=[O:8])[N:6]=1.[OH-].[K+].[F:14][CH:15]([F:18])[CH2:16]I.[NH4+].[Cl-], predict the reaction product. The product is: [F:14][CH:15]([F:18])[CH2:16][N:3]1[CH:4]=[C:5]([C:7]([O:9][CH2:10][CH3:11])=[O:8])[N:6]=[C:2]1[CH3:1].